The task is: Predict the reaction yield, written as a fraction of the theoretical maximum amount of product (1.0 means a 100% yield; for example, 0.34 means a 34% yield).. This data is from Reaction yield outcomes from USPTO patents with 853,638 reactions. (1) The reactants are [OH:1][NH:2][C:3](=[NH:7])[CH:4]([CH3:6])[CH3:5].[H-].[Na+].CO[C:12](=O)[C:13]1[CH:18]=[CH:17][CH:16]=[C:15]([NH:19][C:20]([N:22]2[CH2:27][CH2:26][N:25]([C:28](=[O:36])[C:29]3[CH:34]=[CH:33][CH:32]=[C:31]([F:35])[CH:30]=3)[CH2:24][CH2:23]2)=[O:21])[CH:14]=1. The catalyst is C1COCC1. The product is [CH:4]([C:3]1[N:7]=[C:12]([C:13]2[CH:14]=[C:15]([NH:19][C:20]([N:22]3[CH2:23][CH2:24][N:25]([C:28](=[O:36])[C:29]4[CH:34]=[CH:33][CH:32]=[C:31]([F:35])[CH:30]=4)[CH2:26][CH2:27]3)=[O:21])[CH:16]=[CH:17][CH:18]=2)[O:1][N:2]=1)([CH3:6])[CH3:5]. The yield is 0.230. (2) The reactants are [C:1]1([Mg]Br)[CH:6]=[CH:5][CH:4]=[CH:3][CH:2]=1.[CH:9](=[O:13])/[CH:10]=[CH:11]/[CH3:12].[Cl-].[NH4+]. The catalyst is O1CCCC1.CCOCC. The product is [C:1]1([CH:9]([OH:13])[CH:10]=[CH:11][CH3:12])[CH:6]=[CH:5][CH:4]=[CH:3][CH:2]=1. The yield is 0.999. (3) The reactants are [Cl:1][C:2]1[C:10]([O:11][C:12]([C:15]#[N:16])([CH3:14])[CH3:13])=[CH:9][CH:8]=[CH:7][C:3]=1[C:4](Cl)=[O:5].[NH2:17][C:18]1[CH:19]=[C:20]([NH:25][C:26]2[N:31]=[C:30]3[S:32][C:33]([NH:35][C:36]([CH:38]4[CH2:40][CH2:39]4)=[O:37])=[N:34][C:29]3=[CH:28][CH:27]=2)[CH:21]=[CH:22][C:23]=1[F:24].C(=O)([O-])O.[Na+]. The catalyst is CN(C)C(=O)C. The product is [Cl:1][C:2]1[C:10]([O:11][C:12]([C:15]#[N:16])([CH3:14])[CH3:13])=[CH:9][CH:8]=[CH:7][C:3]=1[C:4]([NH:17][C:18]1[CH:19]=[C:20]([NH:25][C:26]2[N:31]=[C:30]3[S:32][C:33]([NH:35][C:36]([CH:38]4[CH2:40][CH2:39]4)=[O:37])=[N:34][C:29]3=[CH:28][CH:27]=2)[CH:21]=[CH:22][C:23]=1[F:24])=[O:5]. The yield is 0.660. (4) The catalyst is C(Cl)Cl. The yield is 0.560. The product is [NH2:8][C:9]1[CH:14]=[CH:13][C:12]([C:15]([CH3:18])([CH3:17])[CH3:16])=[C:11]([NH:19][C:20]([C:22]2[C:31](=[O:32])[C:30]3[C:25](=[CH:26][CH:27]=[CH:28][CH:29]=3)[NH:24][CH:23]=2)=[O:21])[CH:10]=1. The reactants are C(OC([NH:8][C:9]1[CH:14]=[CH:13][C:12]([C:15]([CH3:18])([CH3:17])[CH3:16])=[C:11]([NH:19][C:20]([C:22]2[C:31](=[O:32])[C:30]3[C:25](=[CH:26][CH:27]=[CH:28][CH:29]=3)[NH:24][CH:23]=2)=[O:21])[CH:10]=1)=O)(C)(C)C.C(O)(C(F)(F)F)=O. (5) The reactants are CS(C)=O.CC(OI1(OC(C)=O)(OC(C)=O)OC(=O)C2C=CC=CC1=2)=O.[OH:27][CH2:28][C:29]1[CH:30]=[CH:31][C:32]2[N:33]([CH:35]=[C:36]([NH:38][C:39]([C:41]3[S:45][C:44]([C:46]4[CH:51]=[CH:50][N:49]=[CH:48][CH:47]=4)=[N:43][CH:42]=3)=[O:40])[N:37]=2)[N:34]=1. The catalyst is O. The product is [CH:28]([C:29]1[CH:30]=[CH:31][C:32]2[N:33]([CH:35]=[C:36]([NH:38][C:39]([C:41]3[S:45][C:44]([C:46]4[CH:51]=[CH:50][N:49]=[CH:48][CH:47]=4)=[N:43][CH:42]=3)=[O:40])[N:37]=2)[N:34]=1)=[O:27]. The yield is 0.300.